Dataset: TCR-epitope binding with 47,182 pairs between 192 epitopes and 23,139 TCRs. Task: Binary Classification. Given a T-cell receptor sequence (or CDR3 region) and an epitope sequence, predict whether binding occurs between them. (1) The epitope is LLLGIGILV. The TCR CDR3 sequence is CASSLGGSGDGYTF. Result: 0 (the TCR does not bind to the epitope). (2) The epitope is RIFTIGTVTLK. The TCR CDR3 sequence is CASSGPRTGTNYGYTF. Result: 1 (the TCR binds to the epitope). (3) The TCR CDR3 sequence is CASSYLPQGYNEQFF. Result: 0 (the TCR does not bind to the epitope). The epitope is SLYNTVATL.